This data is from Reaction yield outcomes from USPTO patents with 853,638 reactions. The task is: Predict the reaction yield, written as a fraction of the theoretical maximum amount of product (1.0 means a 100% yield; for example, 0.34 means a 34% yield). (1) The reactants are [F:1][C:2]1[CH:7]=[CH:6][C:5]([C:8]2[CH:9]=[C:10]([S:14](Cl)(=[O:16])=[O:15])[CH:11]=[CH:12][CH:13]=2)=[CH:4][CH:3]=1.[NH2:18][C:19]1[CH:20]=[C:21]([C:25]2[NH:29][N:28]=[N:27][N:26]=2)[CH:22]=[CH:23][CH:24]=1. No catalyst specified. The product is [F:1][C:2]1[CH:7]=[CH:6][C:5]([C:8]2[CH:13]=[CH:12][CH:11]=[C:10]([S:14]([NH:18][C:19]3[CH:24]=[CH:23][CH:22]=[C:21]([C:25]4[NH:29][N:28]=[N:27][N:26]=4)[CH:20]=3)(=[O:16])=[O:15])[CH:9]=2)=[CH:4][CH:3]=1. The yield is 0.660. (2) The reactants are C([O:3][C:4]([C:6]1[C:7]([NH2:14])=[N:8][C:9]([S:12][CH3:13])=[N:10][CH:11]=1)=[O:5])C.[OH-].[Li+]. The catalyst is C(O)C.O. The product is [NH2:14][C:7]1[C:6]([C:4]([OH:5])=[O:3])=[CH:11][N:10]=[C:9]([S:12][CH3:13])[N:8]=1. The yield is 0.988. (3) The catalyst is CO. The reactants are [Si]([O:8][CH2:9][C:10]([C:13]1[S:14][C:15]([C:18]2[CH:23]=[C:22]([F:24])[CH:21]=[C:20]([NH:25][C:26]3[N:31]=[C:30]([CH:32]4[CH2:34][CH2:33]4)[C:29]([F:35])=[CH:28][N:27]=3)[CH:19]=2)=[CH:16][N:17]=1)([OH:12])[CH3:11])(C(C)(C)C)(C)C.Cl. The product is [CH:32]1([C:30]2[C:29]([F:35])=[CH:28][N:27]=[C:26]([NH:25][C:20]3[CH:19]=[C:18]([C:15]4[S:14][C:13]([C:10]([OH:12])([CH3:11])[CH2:9][OH:8])=[N:17][CH:16]=4)[CH:23]=[C:22]([F:24])[CH:21]=3)[N:31]=2)[CH2:33][CH2:34]1. The yield is 0.810. (4) The reactants are [OH:1][C:2]1[CH:7]=[CH:6][C:5]([C:8]2[CH:21]=[CH:20][C:11]3[C:12]([C:15]([O:17][CH2:18][CH3:19])=[O:16])=[N:13][O:14][C:10]=3[CH:9]=2)=[CH:4][CH:3]=1.[Cl:22][C:23]1[CH:28]=[CH:27][CH:26]=[C:25]([Cl:29])[C:24]=1[C:30]1[C:34]([CH2:35]O)=[C:33]([CH:37]([CH3:39])[CH3:38])[O:32][N:31]=1.C1(P(C2C=CC=CC=2)C2C=CC=CC=2)C=CC=CC=1.N(C(OC(C)C)=O)=NC(OC(C)C)=O. The catalyst is ClCCl. The product is [Cl:29][C:25]1[CH:26]=[CH:27][CH:28]=[C:23]([Cl:22])[C:24]=1[C:30]1[C:34]([CH2:35][O:1][C:2]2[CH:3]=[CH:4][C:5]([C:8]3[CH:21]=[CH:20][C:11]4[C:12]([C:15]([O:17][CH2:18][CH3:19])=[O:16])=[N:13][O:14][C:10]=4[CH:9]=3)=[CH:6][CH:7]=2)=[C:33]([CH:37]([CH3:39])[CH3:38])[O:32][N:31]=1. The yield is 0.650. (5) The yield is 0.0340. The reactants are [CH3:1][C:2]1[C:6]([C:7]2[CH:8]=[CH:9][C:10]([CH3:17])=[C:11]([S:13](Cl)(=[O:15])=[O:14])[CH:12]=2)=[C:5]([CH3:18])[O:4][N:3]=1.[CH2:19]([NH2:27])[CH2:20][CH2:21][CH2:22][CH2:23][CH2:24][CH2:25][NH2:26]. The catalyst is N1C=CC=CC=1. The product is [CH2:19]([NH:27][S:13]([C:11]1[CH:12]=[C:7]([C:6]2[C:2]([CH3:1])=[N:3][O:4][C:5]=2[CH3:18])[CH:8]=[CH:9][C:10]=1[CH3:17])(=[O:14])=[O:15])[CH2:20][CH2:21][CH2:22][CH2:23][CH2:24][CH2:25][NH:26][S:13]([C:11]1[CH:12]=[C:7]([C:6]2[C:2]([CH3:1])=[N:3][O:4][C:5]=2[CH3:18])[CH:8]=[CH:9][C:10]=1[CH3:17])(=[O:15])=[O:14]. (6) The reactants are [NH2:1][C:2]1[CH:10]=[CH:9][C:5]([C:6]([OH:8])=[O:7])=[CH:4][C:3]=1[CH3:11].C(N(CC)CC)C.[C:19](OC(=O)C)(=[O:21])[CH3:20]. The catalyst is C(Cl)Cl. The product is [C:19]([NH:1][C:2]1[CH:10]=[CH:9][C:5]([C:6]([OH:8])=[O:7])=[CH:4][C:3]=1[CH3:11])(=[O:21])[CH3:20]. The yield is 0.560. (7) The reactants are [CH2:1]([O:8][C:9]([N:11]1[CH2:15][CH2:14][CH2:13][C@H:12]1[C:16](=O)[NH2:17])=[O:10])[C:2]1[CH:7]=[CH:6][CH:5]=[CH:4][CH:3]=1.C1(C)C=CC(S(Cl)(=O)=O)=CC=1.Cl. The catalyst is N1C=CC=CC=1. The product is [CH2:1]([O:8][C:9]([N:11]1[CH2:15][CH2:14][CH2:13][C@H:12]1[C:16]#[N:17])=[O:10])[C:2]1[CH:3]=[CH:4][CH:5]=[CH:6][CH:7]=1. The yield is 1.04. (8) The product is [CH3:29][O:28][C:18]1[CH:19]=[C:20]([NH:23][C:24](=[O:27])[CH:25]=[CH2:26])[CH:21]=[CH:22][C:17]=1[S:14]([N:11]1[CH2:10][CH2:9][NH:8][CH2:13][CH2:12]1)(=[O:16])=[O:15]. The catalyst is C(Cl)Cl. The reactants are C(OC([N:8]1[CH2:13][CH2:12][N:11]([S:14]([C:17]2[CH:22]=[CH:21][C:20]([NH:23][C:24](=[O:27])[CH:25]=[CH2:26])=[CH:19][C:18]=2[O:28][CH3:29])(=[O:16])=[O:15])[CH2:10][CH2:9]1)=O)(C)(C)C.FC(F)(F)C(O)=O. The yield is 0.930.